From a dataset of Forward reaction prediction with 1.9M reactions from USPTO patents (1976-2016). Predict the product of the given reaction. Given the reactants CO[C:3]([C:5]1[CH:10]=[CH:9][C:8](=[O:11])[N:7]([CH3:12])[C:6]=1[NH:13][C:14]1[CH:19]=[CH:18][C:17]([CH3:20])=[CH:16][C:15]=1[F:21])=[O:4].[CH:22]([O:24][CH2:25][CH2:26][O:27][NH2:28])=[CH2:23].C[Si]([N-][Si](C)(C)C)(C)C.[Li+], predict the reaction product. The product is: [CH:22]([O:24][CH2:25][CH2:26][O:27][NH:28][C:3]([C:5]1[CH:10]=[CH:9][C:8](=[O:11])[N:7]([CH3:12])[C:6]=1[NH:13][C:14]1[CH:19]=[CH:18][C:17]([CH3:20])=[CH:16][C:15]=1[F:21])=[O:4])=[CH2:23].